From a dataset of NCI-60 drug combinations with 297,098 pairs across 59 cell lines. Regression. Given two drug SMILES strings and cell line genomic features, predict the synergy score measuring deviation from expected non-interaction effect. (1) Drug 1: CC1C(C(CC(O1)OC2CC(CC3=C2C(=C4C(=C3O)C(=O)C5=C(C4=O)C(=CC=C5)OC)O)(C(=O)CO)O)N)O.Cl. Drug 2: CC1C(C(CC(O1)OC2CC(CC3=C2C(=C4C(=C3O)C(=O)C5=C(C4=O)C(=CC=C5)OC)O)(C(=O)C)O)N)O.Cl. Cell line: IGROV1. Synergy scores: CSS=2.81, Synergy_ZIP=-2.77, Synergy_Bliss=1.21, Synergy_Loewe=-7.75, Synergy_HSA=-2.51. (2) Drug 1: C1=C(C(=O)NC(=O)N1)F. Drug 2: CC1=C(C=C(C=C1)C(=O)NC2=CC(=CC(=C2)C(F)(F)F)N3C=C(N=C3)C)NC4=NC=CC(=N4)C5=CN=CC=C5. Cell line: SK-MEL-28. Synergy scores: CSS=21.8, Synergy_ZIP=2.97, Synergy_Bliss=2.21, Synergy_Loewe=-1.06, Synergy_HSA=-0.565. (3) Drug 1: CN(CCCl)CCCl.Cl. Drug 2: C1C(C(OC1N2C=NC(=NC2=O)N)CO)O. Cell line: NCIH23. Synergy scores: CSS=26.0, Synergy_ZIP=-9.06, Synergy_Bliss=-2.94, Synergy_Loewe=0.351, Synergy_HSA=-0.176. (4) Drug 1: CN(C(=O)NC(C=O)C(C(C(CO)O)O)O)N=O. Drug 2: CCC1(C2=C(COC1=O)C(=O)N3CC4=CC5=C(C=CC(=C5CN(C)C)O)N=C4C3=C2)O.Cl. Cell line: U251. Synergy scores: CSS=22.6, Synergy_ZIP=-18.7, Synergy_Bliss=-29.7, Synergy_Loewe=-44.0, Synergy_HSA=-22.5. (5) Drug 1: CN(C)C(=N)N=C(N)N. Drug 2: C1CC(CNC1)C2=CC=C(C=C2)N3C=C4C=CC=C(C4=N3)C(=O)N. Cell line: UACC62. Synergy scores: CSS=-0.480, Synergy_ZIP=-2.90, Synergy_Bliss=-5.38, Synergy_Loewe=-8.45, Synergy_HSA=-5.40. (6) Drug 1: CS(=O)(=O)C1=CC(=C(C=C1)C(=O)NC2=CC(=C(C=C2)Cl)C3=CC=CC=N3)Cl. Drug 2: COC1=CC(=CC(=C1O)OC)C2C3C(COC3=O)C(C4=CC5=C(C=C24)OCO5)OC6C(C(C7C(O6)COC(O7)C8=CC=CS8)O)O. Synergy scores: CSS=40.9, Synergy_ZIP=0.112, Synergy_Bliss=-2.62, Synergy_Loewe=-52.9, Synergy_HSA=-1.48. Cell line: CAKI-1.